This data is from Forward reaction prediction with 1.9M reactions from USPTO patents (1976-2016). The task is: Predict the product of the given reaction. (1) Given the reactants [CH3:1][C:2](C)([O-])C.[K+].[Cl-].[Cl:8][C:9]1[S:10][C:11]([Cl:34])=[CH:12][C:13]=1[CH2:14][P+](C1C=CC=CC=1)(C1C=CC=CC=1)C1C=CC=CC=1.[F:35][C:36]1[CH:46]=[CH:45][C:39]([C:40]([C:42]([O-:44])=[O:43])=O)=[CH:38][CH:37]=1.C(OCC)(=O)C, predict the reaction product. The product is: [Cl:8][C:9]1[S:10][C:11]([Cl:34])=[CH:12][C:13]=1[CH:14]=[C:40]([C:39]1[CH:45]=[CH:46][C:36]([F:35])=[CH:37][CH:38]=1)[C:42]([O:44][CH2:1][CH3:2])=[O:43]. (2) The product is: [O:17]=[C:16]1[C:15]([CH:18]([C:20]2[CH:25]=[CH:24][C:23]([C:26]3[C:27]([C:32]#[N:33])=[CH:28][CH:29]=[CH:30][CH:31]=3)=[CH:22][CH:21]=2)[CH3:19])=[C:14]([CH2:34][CH2:35][CH3:36])[N:13]2[N:37]=[CH:38][N:39]=[C:12]2[N:11]1[CH:8]1[CH2:7][CH2:6][C:5](=[O:4])[CH2:10][CH2:9]1. Given the reactants O1[C:5]2([CH2:10][CH2:9][CH:8]([N:11]3[C:16](=[O:17])[C:15]([CH:18]([C:20]4[CH:25]=[CH:24][C:23]([C:26]5[C:27]([C:32]#[N:33])=[CH:28][CH:29]=[CH:30][CH:31]=5)=[CH:22][CH:21]=4)[CH3:19])=[C:14]([CH2:34][CH2:35][CH3:36])[N:13]4[N:37]=[CH:38][N:39]=[C:12]34)[CH2:7][CH2:6]2)[O:4]CC1.Cl.[OH-].[Na+], predict the reaction product. (3) Given the reactants [CH:1]([C:4]1[CH:8]=[CH:7][NH:6][N:5]=1)([CH3:3])[CH3:2].CC(C)([O-])C.[K+].O1CCCC1.[CH2:20](Br)[C:21]1[CH:26]=[CH:25][CH:24]=[CH:23][CH:22]=1, predict the reaction product. The product is: [CH2:20]([N:6]1[CH:7]=[CH:8][C:4]([CH:1]([CH3:3])[CH3:2])=[N:5]1)[C:21]1[CH:26]=[CH:25][CH:24]=[CH:23][CH:22]=1. (4) Given the reactants [NH2:1][C:2]1[CH:30]=[CH:29][C:5]([O:6][C:7]2[C:16]3[C:11](=[CH:12][C:13]([O:19][CH2:20][C@@H:21]([OH:28])[CH2:22][N:23]([CH2:26][CH3:27])[CH2:24][CH3:25])=[C:14]([C:17]#[N:18])[CH:15]=3)[N:10]=[CH:9][CH:8]=2)=[CH:4][C:3]=1[Cl:31].[N:32]1[CH:37]=C[CH:35]=[CH:34][CH:33]=1.ClC(OC1C=CC=CC=1)=[O:40].C1(N)CC1.C(=O)(O)[O-].[Na+], predict the reaction product. The product is: [Cl:31][C:3]1[CH:4]=[C:5]([O:6][C:7]2[C:16]3[C:11](=[CH:12][C:13]([O:19][CH2:20][C@@H:21]([OH:28])[CH2:22][N:23]([CH2:26][CH3:27])[CH2:24][CH3:25])=[C:14]([C:17]#[N:18])[CH:15]=3)[N:10]=[CH:9][CH:8]=2)[CH:29]=[CH:30][C:2]=1[NH:1][C:37]([NH:32][CH:33]1[CH2:35][CH2:34]1)=[O:40]. (5) Given the reactants [C:1]([O:5][C:6]([NH:8][C@H:9]1[CH2:13][CH2:12][N:11]([C:14](=[O:34])[CH2:15][N:16]([CH2:30][C:31]([OH:33])=[O:32])[C:17]2[CH:22]=[CH:21][CH:20]=[C:19]([O:23][C:24]3[CH:29]=[CH:28][CH:27]=[CH:26][CH:25]=3)[CH:18]=2)[CH2:10]1)=[O:7])([CH3:4])([CH3:3])[CH3:2].[F:35][C:36]1[C:41](O)=[C:40]([F:43])[C:39]([F:44])=[C:38]([F:45])[C:37]=1[F:46].C(N=C=NCCCN(C)C)C, predict the reaction product. The product is: [C:1]([O:5][C:6]([NH:8][C@H:9]1[CH2:13][CH2:12][N:11]([C:14](=[O:34])[CH2:15][N:16]([CH2:30][C:31]([O:33][C:41]2[C:40]([F:43])=[C:39]([F:44])[C:38]([F:45])=[C:37]([F:46])[C:36]=2[F:35])=[O:32])[C:17]2[CH:22]=[CH:21][CH:20]=[C:19]([O:23][C:24]3[CH:25]=[CH:26][CH:27]=[CH:28][CH:29]=3)[CH:18]=2)[CH2:10]1)=[O:7])([CH3:4])([CH3:2])[CH3:3].